Binary Classification. Given a miRNA mature sequence and a target amino acid sequence, predict their likelihood of interaction. From a dataset of Experimentally validated miRNA-target interactions with 360,000+ pairs, plus equal number of negative samples. (1) The miRNA is hsa-miR-411-3p with sequence UAUGUAACACGGUCCACUAACC. The protein sequence of the target gene is METIWIYQFRLIVIGDSTVGKSCLLHRFTQGRFPGLRSPACDPTVGVDFFSRLLEIEPGKRIKLQLWDTAGQERFRSITRSYYRNSVGGFLVFDITNRRSFEHVKDWLEEAKMYVQPFRIVFLLVGHKCDLASQRQVTREEAEKLSADCGMKYIETSAKDATNVEESFTILTRDIYELIKKGEICIQDGWEGVKSGFVPNTVHSSEEAVKPRKECFC. Result: 0 (no interaction). (2) Result: 1 (interaction). The protein sequence of the target gene is MATAERRALGIGFQWLSLATLVLICAGQGGRREDGGPACYGGFDLYFILDKSGSVLHHWNEIYYFVEQLAHKFISPQLRMSFIVFSTRGTTLMKLTEDREQIRQGLEELQKVLPGGDTYMHEGFERASEQIYYENRQGYRTASVIIALTDGELHEDLFFYSEREANRSRDLGAIVYCVGVKDFNETQLARIADSKDHVFPVNDGFQALQGIIHSILKKSCIEILAAEPSTICAGESFQVVVRGNGFRHARNVDRVLCSFKINDSVTLNEKPFSVEDTYLLCPAPILKEVGMKAALQVSMN.... The miRNA is hsa-miR-6744-3p with sequence GGGCCUCUCUUGUCAUCCUGCAG. (3) The miRNA is hsa-miR-378f with sequence ACUGGACUUGGAGCCAGAAG. Result: 0 (no interaction). The protein sequence of the target gene is MKRRTDPECTAPLKKQKRIGELARHLSSTSDDEPLSSVNHAAKASATSLSGSDSETEGKQPCSDDFKDAFKADSLVEGTSSRYSMYNSVSQRLMAKMGFREGEGLGKYSQGRKDIVETSNQKGRRGLGLTLQGFDQELNVDWRDEPEPNACEQVSWFPECTTEIPDSREMSDWMVVGKRKMVIEDETEFCGEELLHSMLKCKSVFDILDGEEMRRARTRANPYEMIRGVFFLNRAAMKMANMDFVFDRMFTNPLDSSGKPLLKESDIDLLYFADVCAGPGGFSEYVLWRKKWHAKGFGMT....